The task is: Regression. Given a peptide amino acid sequence and an MHC pseudo amino acid sequence, predict their binding affinity value. This is MHC class I binding data.. This data is from Peptide-MHC class I binding affinity with 185,985 pairs from IEDB/IMGT. (1) The peptide sequence is RMYVGGVEHR. The MHC is HLA-A33:01 with pseudo-sequence HLA-A33:01. The binding affinity (normalized) is 0.152. (2) The peptide sequence is EMADYIFFV. The MHC is HLA-B27:05 with pseudo-sequence HLA-B27:05. The binding affinity (normalized) is 0.0847. (3) The peptide sequence is KTGETSVPK. The MHC is HLA-B15:01 with pseudo-sequence HLA-B15:01. The binding affinity (normalized) is 0.305. (4) The peptide sequence is AVDLSHFLK. The MHC is HLA-A26:01 with pseudo-sequence HLA-A26:01. The binding affinity (normalized) is 0. (5) The MHC is HLA-B57:01 with pseudo-sequence HLA-B57:01. The peptide sequence is MALVAFLRF. The binding affinity (normalized) is 0.751. (6) The peptide sequence is PPTKGANFP. The MHC is Mamu-B03 with pseudo-sequence Mamu-B03. The binding affinity (normalized) is 0. (7) The peptide sequence is MTFPLHFRS. The MHC is HLA-B08:01 with pseudo-sequence HLA-B08:01. The binding affinity (normalized) is 0.213.